From a dataset of Forward reaction prediction with 1.9M reactions from USPTO patents (1976-2016). Predict the product of the given reaction. (1) Given the reactants [N+]([O-])(O)=O.N([O-])=O.[Na+].[OH:9][CH2:10][C:11]1[N:15]([CH:16]([CH3:18])[CH3:17])[C:14](S)=[N:13][CH:12]=1.C(=O)([O-])[O-].[K+].[K+], predict the reaction product. The product is: [OH:9][CH2:10][C:11]1[N:15]([CH:16]([CH3:18])[CH3:17])[CH:14]=[N:13][CH:12]=1. (2) The product is: [Cl:11][C:7]1[CH:6]=[C:5]([CH:2]([CH2:3][CH3:4])[C:16]#[N:17])[CH:10]=[CH:9][CH:8]=1. Given the reactants Br[CH:2]([C:5]1[CH:10]=[CH:9][CH:8]=[C:7]([Cl:11])[CH:6]=1)[CH2:3][CH3:4].C[Si]([C:16]#[N:17])(C)C, predict the reaction product.